This data is from Peptide-MHC class I binding affinity with 185,985 pairs from IEDB/IMGT. The task is: Regression. Given a peptide amino acid sequence and an MHC pseudo amino acid sequence, predict their binding affinity value. This is MHC class I binding data. (1) The peptide sequence is KTMAMALSIV. The MHC is HLA-A02:06 with pseudo-sequence HLA-A02:06. The binding affinity (normalized) is 0.582. (2) The peptide sequence is ERLKARGSL. The MHC is HLA-A31:01 with pseudo-sequence HLA-A31:01. The binding affinity (normalized) is 0. (3) The peptide sequence is RRHWGGNVL. The MHC is HLA-A69:01 with pseudo-sequence HLA-A69:01. The binding affinity (normalized) is 0.0847. (4) The peptide sequence is AIFQSSMAK. The MHC is HLA-A33:01 with pseudo-sequence HLA-A33:01. The binding affinity (normalized) is 0.149. (5) The peptide sequence is TSAICSVVR. The MHC is HLA-A11:01 with pseudo-sequence HLA-A11:01. The binding affinity (normalized) is 0.